Task: Regression. Given two drug SMILES strings and cell line genomic features, predict the synergy score measuring deviation from expected non-interaction effect.. Dataset: NCI-60 drug combinations with 297,098 pairs across 59 cell lines Drug 1: CN(CC1=CN=C2C(=N1)C(=NC(=N2)N)N)C3=CC=C(C=C3)C(=O)NC(CCC(=O)O)C(=O)O. Drug 2: C1CC(=O)NC(=O)C1N2C(=O)C3=CC=CC=C3C2=O. Cell line: SNB-19. Synergy scores: CSS=11.6, Synergy_ZIP=1.11, Synergy_Bliss=0.689, Synergy_Loewe=-58.9, Synergy_HSA=-0.560.